Dataset: Reaction yield outcomes from USPTO patents with 853,638 reactions. Task: Predict the reaction yield, written as a fraction of the theoretical maximum amount of product (1.0 means a 100% yield; for example, 0.34 means a 34% yield). (1) The reactants are Cl[C:2]1[C:7]([N+:8]([O-:10])=[O:9])=[CH:6][CH:5]=[C:4]([Cl:11])[N:3]=1.C(=O)([O-])[O-].[K+].[K+].[NH2:18][C@H:19]([C:22]1[CH:27]=[CH:26][C:25]([F:28])=[CH:24][CH:23]=1)[CH2:20][OH:21]. The catalyst is C(#N)C. The product is [Cl:11][C:4]1[N:3]=[C:2]([NH:18][C@H:19]([C:22]2[CH:27]=[CH:26][C:25]([F:28])=[CH:24][CH:23]=2)[CH2:20][OH:21])[C:7]([N+:8]([O-:10])=[O:9])=[CH:6][CH:5]=1. The yield is 0.610. (2) The reactants are [NH2:1][C:2]1[CH:9]=[CH:8][CH:7]=[C:6](Br)[C:3]=1[C:4]#[N:5].[CH:11]1(B(O)O)[CH2:13][CH2:12]1.[O-]P([O-])([O-])=O.[K+].[K+].[K+].C1(C)C=CC=CC=1. The catalyst is C([O-])(=O)C.[Pd+2].C([O-])(=O)C.C1(P(C2CCCCC2)C2CCCCC2)CCCCC1.O. The product is [NH2:1][C:2]1[CH:9]=[CH:8][CH:7]=[C:6]([CH:11]2[CH2:13][CH2:12]2)[C:3]=1[C:4]#[N:5]. The yield is 0.627. (3) The reactants are [C:1]([O:4][C@H:5]1[C@H:10]([O:11][C:12](=[O:14])[CH3:13])[C@@H:9]([O:15][C:16](=[O:18])[CH3:17])[C@H:8]([C:19]2[CH:24]=[CH:23][C:22](Br)=[C:21]([CH2:26][C:27]3[S:28][C:29]([C:32]4[O:33][CH:34]=[CH:35][CH:36]=4)=[CH:30][N:31]=3)[CH:20]=2)[O:7][C@@H:6]1[CH2:37][O:38][C:39](=[O:41])[CH3:40])(=[O:3])[CH3:2].[CH:42]1(B(O)O)[CH2:44][CH2:43]1.F[B-](F)(F)F.C1([PH+](C2CCCCC2)C2CCCCC2)CCCCC1.C(=O)([O-])[O-].[Cs+].[Cs+]. The product is [C:1]([O:4][C@H:5]1[C@H:10]([O:11][C:12](=[O:14])[CH3:13])[C@@H:9]([O:15][C:16](=[O:18])[CH3:17])[C@H:8]([C:19]2[CH:24]=[CH:23][C:22]([CH:42]3[CH2:44][CH2:43]3)=[C:21]([CH2:26][C:27]3[S:28][C:29]([C:32]4[O:33][CH:34]=[CH:35][CH:36]=4)=[CH:30][N:31]=3)[CH:20]=2)[O:7][C@@H:6]1[CH2:37][O:38][C:39](=[O:41])[CH3:40])(=[O:3])[CH3:2]. The yield is 0.200. The catalyst is C([O-])(=O)C.[Pd+2].C([O-])(=O)C. (4) The reactants are C[O:2][C:3](=[O:30])/[CH:4]=[CH:5]/[C:6]1[CH:7]=[C:8]2[C:26](=[CH:27][CH:28]=1)[O:25][C:11]1([CH2:16][CH2:15][CH2:14][N:13]([CH2:17][C:18]3[CH:23]=[CH:22][C:21]([F:24])=[CH:20][CH:19]=3)[CH2:12]1)[CH2:10][C:9]2=[O:29].[OH-].[Na+]. No catalyst specified. The product is [F:24][C:21]1[CH:22]=[CH:23][C:18]([CH2:17][N:13]2[CH2:14][CH2:15][CH2:16][C:11]3([CH2:10][C:9](=[O:29])[C:8]4[C:26](=[CH:27][CH:28]=[C:6](/[CH:5]=[CH:4]/[C:3]([OH:30])=[O:2])[CH:7]=4)[O:25]3)[CH2:12]2)=[CH:19][CH:20]=1. The yield is 0.850. (5) The reactants are [CH3:1][NH:2][CH3:3].Cl[CH:5]([C:7]1[N:16]=[C:15]([OH:17])[C:14]2[CH2:13][C:12]([CH3:19])([CH3:18])[CH2:11][CH2:10][C:9]=2[N:8]=1)[CH3:6].ClC(C)C#N. No catalyst specified. The product is [CH3:1][N:2]([CH3:3])[CH:5]([C:7]1[N:16]=[C:15]([OH:17])[C:14]2[CH2:13][C:12]([CH3:19])([CH3:18])[CH2:11][CH2:10][C:9]=2[N:8]=1)[CH3:6]. The yield is 0.960.